Dataset: Forward reaction prediction with 1.9M reactions from USPTO patents (1976-2016). Task: Predict the product of the given reaction. (1) Given the reactants [CH2:1]([O:8][C:9]([C@H:11]1[CH2:15][CH2:14][CH2:13][N:12]1[C:16](=[O:19])[CH:17]=[CH2:18])=[O:10])[C:2]1[CH:7]=[CH:6][CH:5]=[CH:4][CH:3]=1.[CH2:20]([NH2:23])[CH2:21][CH3:22], predict the reaction product. The product is: [CH2:1]([O:8][C:9]([C@H:11]1[CH2:15][CH2:14][CH2:13][N:12]1[C:16](=[O:19])[CH2:17][CH2:18][N:23]([CH2:18][CH2:17][C:16]([N:12]1[CH2:13][CH2:14][CH2:15][C@@H:11]1[C:9]([O:8][CH2:1][C:2]1[CH:3]=[CH:4][CH:5]=[CH:6][CH:7]=1)=[O:10])=[O:19])[CH2:20][CH2:21][CH3:22])=[O:10])[C:2]1[CH:3]=[CH:4][CH:5]=[CH:6][CH:7]=1. (2) Given the reactants [Br:1][C:2]1[CH:7]=[CH:6][C:5]([F:8])=[CH:4][C:3]=1[CH2:9][CH2:10][NH2:11].C(N(CC)CC)C.[C:19](Cl)(=[O:21])[CH3:20].[OH-].[Na+], predict the reaction product. The product is: [Br:1][C:2]1[CH:7]=[CH:6][C:5]([F:8])=[CH:4][C:3]=1[CH2:9][CH2:10][NH:11][C:19](=[O:21])[CH3:20].